Dataset: Catalyst prediction with 721,799 reactions and 888 catalyst types from USPTO. Task: Predict which catalyst facilitates the given reaction. Reactant: [CH:1]([C:3]([CH3:5])=[O:4])=[CH2:2].[SH:6][CH2:7][CH2:8][C:9]([O:11][CH3:12])=[O:10].C(N(CC)CC)C. The catalyst class is: 1. Product: [O:4]=[C:3]([CH3:5])[CH2:1][CH2:2][S:6][CH2:7][CH2:8][C:9]([O:11][CH3:12])=[O:10].